This data is from Forward reaction prediction with 1.9M reactions from USPTO patents (1976-2016). The task is: Predict the product of the given reaction. (1) Given the reactants O.[C:2]([OH:6])(=[O:5])[CH:3]=O.[CH3:7][O:8][C:9]1[CH:14]=[CH:13][C:12]([CH:15]([C:17]2[CH:22]=[CH:21][C:20]([O:23][CH3:24])=[CH:19][CH:18]=2)[NH2:16])=[CH:11][CH:10]=1.[O:25]1[CH:29]=[CH:28][CH:27]=[C:26]1B(O)O, predict the reaction product. The product is: [CH3:24][O:23][C:20]1[CH:21]=[CH:22][C:17]([CH:15]([NH:16][CH:3]([C:26]2[O:25][CH:29]=[CH:28][CH:27]=2)[C:2]([OH:6])=[O:5])[C:12]2[CH:11]=[CH:10][C:9]([O:8][CH3:7])=[CH:14][CH:13]=2)=[CH:18][CH:19]=1. (2) Given the reactants [NH2:1][C:2]1[CH:3]=[C:4]([C:9]2[N:13]=[C:12]([CH2:14][CH2:15][C:16](=[O:18])[CH3:17])[O:11][N:10]=2)[CH:5]=[CH:6][C:7]=1[CH3:8].CCCC[N+](CCCC)(CCCC)CCCC.[F-].[F:37][C:38]([Si](C)(C)C)([F:40])[F:39], predict the reaction product. The product is: [NH2:1][C:2]1[CH:3]=[C:4]([C:9]2[N:13]=[C:12]([CH2:14][CH2:15][C:16]([CH3:17])([OH:18])[C:38]([F:40])([F:39])[F:37])[O:11][N:10]=2)[CH:5]=[CH:6][C:7]=1[CH3:8]. (3) Given the reactants O[CH2:2][C:3]1[CH:12]=[N:11][C:10]2[N:9]3[CH2:13][CH2:14][CH2:15][C@H:8]3[C:7](=[O:16])[NH:6][C:5]=2[CH:4]=1.[Cl:17][C:18]1[CH:19]=[C:20]([CH:27]=[CH:28][C:29]=1[N:30]1[CH2:35][CH2:34][NH:33][CH2:32][CH2:31]1)[C:21]([NH:23][CH:24]1[CH2:26][CH2:25]1)=[O:22].[I-].C(C[P+](C)(C)C)#N.C(N(CC)C(C)C)(C)C, predict the reaction product. The product is: [Cl:17][C:18]1[CH:19]=[C:20]([CH:27]=[CH:28][C:29]=1[N:30]1[CH2:31][CH2:32][N:33]([CH2:2][C:3]2[CH:12]=[N:11][C:10]3[N:9]4[CH2:13][CH2:14][CH2:15][C@H:8]4[C:7](=[O:16])[NH:6][C:5]=3[CH:4]=2)[CH2:34][CH2:35]1)[C:21]([NH:23][CH:24]1[CH2:26][CH2:25]1)=[O:22]. (4) Given the reactants Cl[C:2]([C:4]1[CH:13]=[CH:12][C:7]([C:8]([O:10][CH3:11])=[O:9])=[CH:6][CH:5]=1)=[O:3].[Cl-].[Cl-].[Cl-].[Al+3].[CH2:18]([O:26][C:27]1[CH:32]=[CH:31][CH:30]=[CH:29][C:28]=1[O:33][CH2:34][CH2:35][CH2:36][CH2:37][CH2:38][CH2:39][CH2:40][CH3:41])[CH2:19][CH2:20][CH2:21][CH2:22][CH2:23][CH2:24][CH3:25], predict the reaction product. The product is: [CH2:34]([O:33][C:28]1[CH:29]=[C:30]([CH:31]=[CH:32][C:27]=1[O:26][CH2:18][CH2:19][CH2:20][CH2:21][CH2:22][CH2:23][CH2:24][CH3:25])[C:2]([C:4]1[CH:13]=[CH:12][C:7]([C:8]([O:10][CH3:11])=[O:9])=[CH:6][CH:5]=1)=[O:3])[CH2:35][CH2:36][CH2:37][CH2:38][CH2:39][CH2:40][CH3:41]. (5) Given the reactants [Si:1]([O:8][C@@H:9]1[C@@:26]2([CH3:27])[C:13](=[CH:14][CH:15]=[C:16]3[C@@H:25]2[CH2:24][CH2:23][C@@:21]2([CH3:22])[C@H:17]3[CH2:18][CH:19]=[C:20]2[CH2:28][OH:29])[CH2:12][C@@H:11]([O:30][Si:31]([C:34]([CH3:37])([CH3:36])[CH3:35])([CH3:33])[CH3:32])[CH2:10]1)([C:4]([CH3:7])([CH3:6])[CH3:5])([CH3:3])[CH3:2].[H-].[Na+].C1OCCOCCOCCOCCOC1.Br[CH2:56][C:57]([O:59][C:60]([CH3:63])([CH3:62])[CH3:61])=[O:58], predict the reaction product. The product is: [Si:1]([O:8][C@@H:9]1[C@@:26]2([CH3:27])[C:13](=[CH:14][CH:15]=[C:16]3[C@@H:25]2[CH2:24][CH2:23][C@@:21]2([CH3:22])[C@H:17]3[CH2:18][CH:19]=[C:20]2[CH2:28][O:29][CH2:56][C:57]([O:59][C:60]([CH3:63])([CH3:62])[CH3:61])=[O:58])[CH2:12][C@@H:11]([O:30][Si:31]([C:34]([CH3:37])([CH3:36])[CH3:35])([CH3:32])[CH3:33])[CH2:10]1)([C:4]([CH3:7])([CH3:6])[CH3:5])([CH3:3])[CH3:2]. (6) Given the reactants [CH:1]1([CH2:4][N:5]2[CH2:30][CH2:29][C@:12]34[C:13]5[C:14]6[O:28][C@H:11]3[CH:10]([OH:31])[CH2:9][CH2:8][C@@:7]4([OH:32])[C@H:6]2[CH2:19][C:18]=5[CH:17]=[CH:16][C:15]=6[O:20][CH2:21][C:22]2[CH:27]=[CH:26][CH:25]=[CH:24][CH:23]=2)[CH2:3][CH2:2]1.[CH3:33]I.[H-].[Na+], predict the reaction product. The product is: [CH:1]1([CH2:4][N:5]2[CH2:30][CH2:29][C@:12]34[C:13]5[C:14]6[O:28][C@H:11]3[CH:10]([O:31][CH3:33])[CH2:9][CH2:8][C@@:7]4([OH:32])[C@H:6]2[CH2:19][C:18]=5[CH:17]=[CH:16][C:15]=6[O:20][CH2:21][C:22]2[CH:23]=[CH:24][CH:25]=[CH:26][CH:27]=2)[CH2:3][CH2:2]1. (7) Given the reactants [F:1][C:2]1[CH:31]=[CH:30][C:5]([CH2:6][N:7]2C[CH2:10][N:9]([C:12]3[CH:16]=[C:15]([C:17]([OH:19])=O)[N:14](CC4C=CC(OC)=CC=4)[N:13]=3)[C:8]2=[O:29])=[CH:4][CH:3]=1.O[N:33]1[C:37]2[CH:38]=[CH:39][CH:40]=[CH:41][C:36]=2[N:35]=N1.F[B-](F)(F)F.[N:47]1(OC(N(C)C)=[N+](C)C)C2C=CC=CC=2N=N1.C(N(CC)C(C)C)(C)C.N1C=CC=CC=1CN, predict the reaction product. The product is: [F:1][C:2]1[CH:3]=[CH:4][C:5]([CH2:6][N:7]2[C:8](=[O:29])[N:9]([C:12]3[CH:16]=[C:15]([C:17]([NH:35][CH2:36][C:41]4[CH:40]=[CH:39][CH:38]=[CH:37][N:33]=4)=[O:19])[NH:14][N:13]=3)[CH:10]=[N:47]2)=[CH:30][CH:31]=1. (8) Given the reactants Cl.O1CCCC1.C(OC([N:14]([CH2:49][C:50]([O:52]C(C)(C)C)=[O:51])[C:15]1[CH:20]=[CH:19][CH:18]=[C:17]([C:21]([S:39]([C:42]2[CH:47]=[CH:46][CH:45]=[C:44]([F:48])[CH:43]=2)(=[O:41])=[O:40])([CH2:23][C:24]2[CH:29]=[CH:28][C:27]([C:30]3[CH:35]=[CH:34][CH:33]=[C:32]([C:36]#[C:37][CH3:38])[CH:31]=3)=[CH:26][CH:25]=2)[NH2:22])[N:16]=1)=O)(C)(C)C.[OH-].[Na+], predict the reaction product. The product is: [F:48][C:44]1[CH:43]=[C:42]([S:39]([C:21]([CH2:23][C:24]2[CH:29]=[CH:28][C:27]([C:30]3[CH:35]=[CH:34][CH:33]=[C:32]([C:36]#[C:37][CH3:38])[CH:31]=3)=[CH:26][CH:25]=2)([NH2:22])[C:17]2[N:16]=[C:15]([NH:14][CH2:49][C:50]([OH:52])=[O:51])[CH:20]=[CH:19][CH:18]=2)(=[O:40])=[O:41])[CH:47]=[CH:46][CH:45]=1. (9) Given the reactants [CH3:1][S:2][C:3]1[CH:8]=[CH:7][N:6]=[C:5]([C:9]2[S:10][C:11]3[CH:19]=[CH:18][CH:17]=[CH:16][C:12]=3[C:13](=[O:15])[N:14]=2)[CH:4]=1.ClC1C=CC=C(C(OO)=[O:28])C=1, predict the reaction product. The product is: [CH3:1][S:2]([C:3]1[CH:8]=[CH:7][N:6]=[C:5]([C:9]2[S:10][C:11]3[CH:19]=[CH:18][CH:17]=[CH:16][C:12]=3[C:13](=[O:15])[N:14]=2)[CH:4]=1)=[O:28].